This data is from Forward reaction prediction with 1.9M reactions from USPTO patents (1976-2016). The task is: Predict the product of the given reaction. (1) Given the reactants [NH2:1][C:2]1[C:17]([O:18][CH3:19])=[CH:16][C:5]2[CH2:6][CH2:7][N:8]([CH2:11][C:12]([NH:14][CH3:15])=[O:13])[CH2:9][CH2:10][C:4]=2[CH:3]=1.Cl[C:21]1[N:26]=[C:25]([NH:27][C:28]2[CH:33]=[CH:32][C:31]([N:34]3[CH2:39][CH2:38][O:37][CH2:36][CH2:35]3)=[CH:30][C:29]=2[O:40][CH3:41])[C:24]([F:42])=[CH:23][N:22]=1, predict the reaction product. The product is: [F:42][C:24]1[C:25]([NH:27][C:28]2[CH:33]=[CH:32][C:31]([N:34]3[CH2:35][CH2:36][O:37][CH2:38][CH2:39]3)=[CH:30][C:29]=2[O:40][CH3:41])=[N:26][C:21]([NH:1][C:2]2[C:17]([O:18][CH3:19])=[CH:16][C:5]3[CH2:6][CH2:7][N:8]([CH2:11][C:12]([NH:14][CH3:15])=[O:13])[CH2:9][CH2:10][C:4]=3[CH:3]=2)=[N:22][CH:23]=1. (2) Given the reactants Cl.C(OC([N:9]1[CH:14]([C:15]2[NH:19][C:18]3[CH:20]=[C:21]([C:24]4[CH:25]=[CH:26][C:27]5[C:31]6[CH:32]=[CH:33][C:34]([C:36]7[NH:37][C:38]([CH:41]8[CH2:45][CH2:44][CH2:43][N:42]8C(OC(C)(C)C)=O)=[N:39][CH:40]=7)=[CH:35][C:30]=6[S:29][C:28]=5[CH:53]=4)[CH:22]=[CH:23][C:17]=3[N:16]=2)[CH:13]2[CH2:54][CH:10]1[CH2:11][CH2:12]2)=O)(C)(C)C.[CH3:55][O:56][C:57]([NH:59][CH:60]([CH:64]([CH3:66])[CH3:65])[C:61](O)=[O:62])=[O:58].C[N:68]1[CH2:73][CH2:72][O:71]CC1.CN(C(ON1N=N[C:84]2[CH:85]=CC=N[C:83]1=2)=[N+](C)C)C.F[P-](F)(F)(F)(F)F.[C:98]([O:101][CH2:102]C)(=[O:100])C, predict the reaction product. The product is: [CH3:102][O:101][C:98](=[O:100])[NH:68][CH:73]([C:72]([N:42]1[CH2:43][CH2:44][CH2:45][CH:41]1[C:38]1[NH:37][C:36]([C:34]2[CH:33]=[CH:32][C:31]3[C:27]4[CH:26]=[CH:25][C:24]([C:21]5[CH:22]=[CH:23][C:17]6[N:16]=[C:15]([CH:14]7[CH:13]8[CH2:54][CH:10]([CH2:11][CH2:12]8)[N:9]7[C:61](=[O:62])[CH:60]([NH:59][C:57]([O:56][CH3:55])=[O:58])[CH:64]([CH3:66])[CH3:65])[NH:19][C:18]=6[CH:20]=5)=[CH:53][C:28]=4[S:29][C:30]=3[CH:35]=2)=[CH:40][N:39]=1)=[O:71])[CH:84]([CH3:85])[CH3:83]. (3) Given the reactants [O:1]=[C:2]1[NH:6][CH2:5][CH2:4][N:3]1[C:7]1[CH:16]=[CH:15][C:10]([C:11]([O:13][CH3:14])=[O:12])=[CH:9][CH:8]=1.[H-].[Na+].Br[CH2:20][C:21]1[CH:26]=[CH:25][C:24]([C:27]([CH3:30])([CH3:29])[CH3:28])=[CH:23][CH:22]=1, predict the reaction product. The product is: [C:27]([C:24]1[CH:23]=[CH:22][C:21]([CH2:20][N:6]2[CH2:5][CH2:4][N:3]([C:7]3[CH:8]=[CH:9][C:10]([C:11]([O:13][CH3:14])=[O:12])=[CH:15][CH:16]=3)[C:2]2=[O:1])=[CH:26][CH:25]=1)([CH3:30])([CH3:28])[CH3:29]. (4) Given the reactants [CH2:1]([OH:3])[CH3:2].[S:4]([O-:8])([O-:7])(=[O:6])=S.[Na+:9].[Na+].C=O.C1C=CC(N[C:20]2[CH:25]=[CH:24][C:23](N=N[C:20]3[CH:25]=[C:24](S(O)(=O)=O)[CH:23]=[C:22]4[CH:47]=[C:48](S(O)(=O)=O)[CH:49]=[C:50](O)[C:21]=34)=[C:22]3[CH:47]=[CH:48][CH:49]=[C:50](S(O)(=O)=O)[C:21]=23)=CC=1, predict the reaction product. The product is: [CH3:24][CH2:25][CH2:20][CH2:21][CH2:50][CH2:49][CH2:48][CH2:47][CH2:22][CH2:23][CH2:2][CH2:1][O:3][S:4]([O-:8])(=[O:7])=[O:6].[Na+:9]. (5) Given the reactants [NH2:1][C@H:2]([CH3:26])[CH2:3][C:4]1[CH:9]=[CH:8][C:7]([S:10]([C:13]2[CH:14]=[C:15]([CH:23]=[CH:24][CH:25]=2)[O:16][CH2:17][C:18]([O:20][CH2:21][CH3:22])=[O:19])(=[O:12])=[O:11])=[CH:6][CH:5]=1.[Cl:27][C:28]1[CH:29]=[C:30]([C@@H:34]2[CH2:36][O:35]2)[CH:31]=[CH:32][CH:33]=1, predict the reaction product. The product is: [Cl:27][C:28]1[CH:29]=[C:30]([C@@H:34]([OH:35])[CH2:36][NH:1][C@H:2]([CH3:26])[CH2:3][C:4]2[CH:9]=[CH:8][C:7]([S:10]([C:13]3[CH:14]=[C:15]([CH:23]=[CH:24][CH:25]=3)[O:16][CH2:17][C:18]([O:20][CH2:21][CH3:22])=[O:19])(=[O:12])=[O:11])=[CH:6][CH:5]=2)[CH:31]=[CH:32][CH:33]=1.